The task is: Predict the product of the given reaction.. This data is from Forward reaction prediction with 1.9M reactions from USPTO patents (1976-2016). (1) Given the reactants [Br:1][C:2]1[CH:3]=[C:4]2[C:10]([NH2:11])=[N:9][NH:8][C:5]2=[N:6][CH:7]=1.[H-].[Na+].[CH3:14][O:15][C:16]1[CH:23]=[CH:22][C:19]([CH2:20]Cl)=[CH:18][CH:17]=1.O, predict the reaction product. The product is: [Br:1][C:2]1[CH:3]=[C:4]2[C:10]([NH2:11])=[N:9][N:8]([CH2:20][C:19]3[CH:22]=[CH:23][C:16]([O:15][CH3:14])=[CH:17][CH:18]=3)[C:5]2=[N:6][CH:7]=1. (2) Given the reactants [F:1][C:2]([F:17])([F:16])[C:3]1[CH:8]=[CH:7][C:6]([C:9]2[CH:14]=[CH:13][C:12]([OH:15])=[CH:11][CH:10]=2)=[CH:5][CH:4]=1.[CH3:18][O:19][C:20](=[O:41])[CH2:21][CH2:22][NH:23][C:24](=[O:40])[C:25]1[CH:30]=[CH:29][C:28]([CH:31]([CH2:38]O)[CH2:32][CH2:33][CH2:34][CH2:35][CH2:36][CH3:37])=[CH:27][CH:26]=1.C(P(CCCC)CCCC)CCC.N(C(N1CCCCC1)=O)=NC(N1CCCCC1)=O, predict the reaction product. The product is: [CH3:18][O:19][C:20](=[O:41])[CH2:21][CH2:22][NH:23][C:24](=[O:40])[C:25]1[CH:26]=[CH:27][C:28]([CH:31]([CH2:38][O:15][C:12]2[CH:13]=[CH:14][C:9]([C:6]3[CH:7]=[CH:8][C:3]([C:2]([F:16])([F:17])[F:1])=[CH:4][CH:5]=3)=[CH:10][CH:11]=2)[CH2:32][CH2:33][CH2:34][CH2:35][CH2:36][CH3:37])=[CH:29][CH:30]=1. (3) Given the reactants [NH2:1][C@H:2]([CH2:7][OH:8])[CH2:3][CH2:4][S:5][CH3:6].[N:9]1([CH2:15][C:16]2[CH:21]=[CH:20][C:19]([C:22]3[O:26][C:25](=[O:27])[C:24]4([CH2:32][CH2:31][CH2:30][CH2:29][CH2:28]4)[N:23]=3)=[CH:18][CH:17]=2)[CH2:14][CH2:13][O:12][CH2:11][CH2:10]1.O, predict the reaction product. The product is: [N:9]1([CH2:15][C:16]2[CH:17]=[CH:18][C:19]([C:22]([NH:23][C:24]3([C:25]([NH:1][C@H:2]([CH2:7][OH:8])[CH2:3][CH2:4][S:5][CH3:6])=[O:27])[CH2:28][CH2:29][CH2:30][CH2:31][CH2:32]3)=[O:26])=[CH:20][CH:21]=2)[CH2:14][CH2:13][O:12][CH2:11][CH2:10]1.